Dataset: Catalyst prediction with 721,799 reactions and 888 catalyst types from USPTO. Task: Predict which catalyst facilitates the given reaction. (1) Reactant: [C:1]([C:3]1[CH:8]=[CH:7][CH:6]=[CH:5][N:4]=1)#[N:2].O.[NH2:10][NH2:11]. Product: [N:4]1[CH:5]=[CH:6][CH:7]=[CH:8][C:3]=1[C:1](=[N:10][NH2:11])[NH2:2]. The catalyst class is: 8. (2) Reactant: [C:1]1([C:7]2([C:17]3[CH:22]=[CH:21][CH:20]=[CH:19][CH:18]=3)[CH:11]3[CH2:12][NH:13][CH2:14][CH2:15][N:10]3[C:9](=[O:16])[O:8]2)[CH:6]=[CH:5][CH:4]=[CH:3][CH:2]=1.N12CCCN=C1CCCCC2.ClC(Cl)(Cl)[C:36]([NH:38][C:39]1[CH:48]=[CH:47][CH:46]=[C:45]2[C:40]=1[CH:41]=[CH:42][CH:43]=[N:44]2)=[O:37]. Product: [O:16]=[C:9]1[N:10]2[CH2:15][CH2:14][N:13]([C:36]([NH:38][C:39]3[CH:48]=[CH:47][CH:46]=[C:45]4[C:40]=3[CH:41]=[CH:42][CH:43]=[N:44]4)=[O:37])[CH2:12][CH:11]2[C:7]([C:1]2[CH:6]=[CH:5][CH:4]=[CH:3][CH:2]=2)([C:17]2[CH:18]=[CH:19][CH:20]=[CH:21][CH:22]=2)[O:8]1. The catalyst class is: 47. (3) Reactant: Cl.C(N=C=NCCCN(C)C)C.[CH3:13][O:14][C:15](=[O:21])[CH2:16][S:17]([NH2:20])(=[O:19])=[O:18].[CH:22]1([C:28]2[C:29]3[CH:30]=[CH:31][C:32]([C:50](O)=[O:51])=[CH:33][C:34]=3[N:35]3[CH2:42][CH2:41][N:40]([CH3:43])[CH2:39][C:38]4[CH:44]=[C:45]([O:48][CH3:49])[CH:46]=[CH:47][C:37]=4[C:36]=23)[CH2:27][CH2:26][CH2:25][CH2:24][CH2:23]1. Product: [CH:22]1([C:28]2[C:29]3[CH:30]=[CH:31][C:32]([C:50]([NH:20][S:17]([CH2:16][C:15]([O:14][CH3:13])=[O:21])(=[O:19])=[O:18])=[O:51])=[CH:33][C:34]=3[N:35]3[CH2:42][CH2:41][N:40]([CH3:43])[CH2:39][C:38]4[CH:44]=[C:45]([O:48][CH3:49])[CH:46]=[CH:47][C:37]=4[C:36]=23)[CH2:23][CH2:24][CH2:25][CH2:26][CH2:27]1. The catalyst class is: 79. (4) Reactant: Cl.[F:2][C:3]1[CH:4]=[C:5]([CH:11]=[CH:12][CH:13]=1)[C:6](=[NH:10])[O:7][CH2:8][CH3:9].C(N(CC)CC)C.[Cl:21][CH2:22][C:23](Cl)=[O:24]. Product: [Cl:21][CH2:22][C:23](/[N:10]=[C:6](\[O:7][CH2:8][CH3:9])/[C:5]1[CH:11]=[CH:12][CH:13]=[C:3]([F:2])[CH:4]=1)=[O:24]. The catalyst class is: 4. (5) The catalyst class is: 17. Product: [Cl:1][C:2]1[N:7]2[N:8]=[CH:9][CH:10]=[C:6]2[N:5]=[C:4]([NH:11][C:59]([C:58]2[CH:62]=[CH:63][C:55]([C:54]([O:53][CH3:52])=[O:64])=[CH:56][CH:57]=2)=[O:60])[CH:3]=1.[Cl:12][C:13]1[N:18]2[N:19]=[C:20]([CH3:22])[CH:21]=[C:17]2[N:16]=[C:15]([NH:23][C:59]([C:58]2[CH:57]=[CH:56][C:55]([C:54]([O:53][CH3:52])=[O:64])=[CH:63][CH:62]=2)=[O:61])[CH:14]=1.[Cl:24][C:25]1[N:30]2[N:31]=[C:32]([CH2:34][CH3:35])[CH:33]=[C:29]2[N:28]=[C:27]([NH:36][C:59]([C:58]2[CH:62]=[CH:63][C:55]([C:54]([O:53][CH3:52])=[O:64])=[CH:56][CH:57]=2)=[O:60])[CH:26]=1.[Cl:37][C:38]1[N:43]2[N:44]=[C:45]([CH:47]3[CH2:48][CH2:49]3)[CH:46]=[C:42]2[N:41]=[C:40]([NH:50][C:59]([C:58]2[CH:62]=[CH:63][C:55]([C:54]([O:53][CH3:52])=[O:64])=[CH:56][CH:57]=2)=[O:60])[CH:39]=1. Reactant: [Cl:1][C:2]1[N:7]2[N:8]=[CH:9][CH:10]=[C:6]2[N:5]=[C:4]([NH2:11])[CH:3]=1.[Cl:12][C:13]1[N:18]2[N:19]=[C:20]([CH3:22])[CH:21]=[C:17]2[N:16]=[C:15]([NH2:23])[CH:14]=1.[Cl:24][C:25]1[N:30]2[N:31]=[C:32]([CH2:34][CH3:35])[CH:33]=[C:29]2[N:28]=[C:27]([NH2:36])[CH:26]=1.[Cl:37][C:38]1[N:43]2[N:44]=[C:45]([CH:47]3[CH2:49][CH2:48]3)[CH:46]=[C:42]2[N:41]=[C:40]([NH2:50])[CH:39]=1.[Cl-].[CH3:52][O:53][C:54](=[O:64])[C:55]1[CH:63]=[CH:62][C:58]([C:59]([OH:61])=[O:60])=[CH:57][CH:56]=1.